This data is from Forward reaction prediction with 1.9M reactions from USPTO patents (1976-2016). The task is: Predict the product of the given reaction. (1) Given the reactants [CH3:1][C:2]1[CH:6]=[CH:5][S:4][C:3]=1[C:7]([O:9][CH3:10])=[O:8].[Br:11]N1C(=O)CCC1=O.N(C(C)(C)C#N)=NC(C)(C)C#N, predict the reaction product. The product is: [Br:11][CH2:1][C:2]1[CH:6]=[CH:5][S:4][C:3]=1[C:7]([O:9][CH3:10])=[O:8]. (2) The product is: [F:1][CH:2]([F:30])[O:3][CH:4]=[C:5]([C:20]1[CH:29]=[CH:28][C:27]2[CH2:26][CH2:25][CH2:24][CH2:23][C:22]=2[CH:21]=1)[C:6]([NH:8][CH2:9][CH2:10][C:11]1[CH:16]=[CH:15][C:14]([O:17][CH3:18])=[C:13]([O:19][CH2:39][C:38]#[CH:37])[CH:12]=1)=[O:7]. Given the reactants [F:1][CH:2]([F:30])[O:3][CH:4]=[C:5]([C:20]1[CH:29]=[CH:28][C:27]2[CH2:26][CH2:25][CH2:24][CH2:23][C:22]=2[CH:21]=1)[C:6]([NH:8][CH2:9][CH2:10][C:11]1[CH:16]=[CH:15][C:14]([O:17][CH3:18])=[C:13]([OH:19])[CH:12]=1)=[O:7].CN(C)C=O.Cl[CH2:37][C:38]#[CH:39].[H-].[Na+], predict the reaction product. (3) Given the reactants Cl.[F:2][C:3]([F:30])([F:29])[C:4]1[CH:5]=[C:6]([C@H:14]([O:16][C@H:17]2[CH2:22][CH2:21][NH:20][CH2:19][C@H:18]2[C:23]2[CH:28]=[CH:27][CH:26]=[CH:25][CH:24]=2)[CH3:15])[CH:7]=[C:8]([C:10]([F:13])([F:12])[F:11])[CH:9]=1.CCN(C(C)C)C(C)C.[CH3:40][N:41]=[C:42]=[O:43].O, predict the reaction product. The product is: [F:12][C:10]([F:13])([F:11])[C:8]1[CH:7]=[C:6]([C@H:14]([O:16][C@H:17]2[CH2:22][CH2:21][N:20]([C:42]([NH:41][CH3:40])=[O:43])[CH2:19][C@H:18]2[C:23]2[CH:28]=[CH:27][CH:26]=[CH:25][CH:24]=2)[CH3:15])[CH:5]=[C:4]([C:3]([F:29])([F:2])[F:30])[CH:9]=1. (4) Given the reactants [NH2:1][C:2]1[N:7]([CH3:8])[C:6](=[O:9])[C:5]([CH3:11])([CH3:10])[C@:4]([C:13]2[CH:18]=[C:17]([NH2:19])[CH:16]=[CH:15][C:14]=2[F:20])([CH3:12])[N:3]=1.O=[C:22]1[CH2:27][CH:26]2[CH2:28][CH:23]1[CH2:24][CH:25]2[O:29][C:30](=[O:32])[CH3:31].[B][B][B][B][B][B][B][B][B][B], predict the reaction product. The product is: [NH2:1][C:2]1[N:7]([CH3:8])[C:6](=[O:9])[C:5]([CH3:10])([CH3:11])[C@:4]([C:13]2[CH:18]=[C:17]([NH:19][CH:22]3[CH2:27][CH:26]4[CH2:28][CH:23]3[CH2:24][CH:25]4[O:29][C:30](=[O:32])[CH3:31])[CH:16]=[CH:15][C:14]=2[F:20])([CH3:12])[N:3]=1. (5) Given the reactants Cl[C:2]1[N:7]=[CH:6][N:5]=[C:4]([NH:8][C:9]2[CH:14]=[CH:13][C:12]([N:15]3[CH2:20][CH2:19][N:18]([CH:21]4[CH2:24][O:23][CH2:22]4)[CH2:17][CH2:16]3)=[CH:11][CH:10]=2)[N:3]=1.[C:25]([C:27]1[CH:46]=[C:45](B2OC(C)(C)C(C)(C)O2)[CH:44]=[CH:43][C:28]=1[O:29][CH:30]1[CH2:35][CH2:34][N:33]([C:36]([O:38][C:39]([CH3:42])([CH3:41])[CH3:40])=[O:37])[CH2:32][CH2:31]1)#[N:26].C(=O)([O-])[O-].[Na+].[Na+], predict the reaction product. The product is: [C:25]([C:27]1[CH:46]=[C:45]([C:2]2[N:3]=[C:4]([NH:8][C:9]3[CH:14]=[CH:13][C:12]([N:15]4[CH2:20][CH2:19][N:18]([CH:21]5[CH2:24][O:23][CH2:22]5)[CH2:17][CH2:16]4)=[CH:11][CH:10]=3)[N:5]=[CH:6][N:7]=2)[CH:44]=[CH:43][C:28]=1[O:29][CH:30]1[CH2:35][CH2:34][N:33]([C:36]([O:38][C:39]([CH3:42])([CH3:41])[CH3:40])=[O:37])[CH2:32][CH2:31]1)#[N:26]. (6) Given the reactants CC1[N:3]([C:8]2[CH:9]=[C:10]3[C:14](=[CH:15][CH:16]=2)[N:13]([C:17]([O:19][CH2:20][C:21]2[CH:26]=[CH:25][CH:24]=[CH:23][CH:22]=2)=[O:18])[C@H:12]([CH3:27])[CH2:11]3)C(C)=CC=1.C(N(CC)CC)C.Cl.NO, predict the reaction product. The product is: [NH2:3][C:8]1[CH:9]=[C:10]2[C:14](=[CH:15][CH:16]=1)[N:13]([C:17]([O:19][CH2:20][C:21]1[CH:26]=[CH:25][CH:24]=[CH:23][CH:22]=1)=[O:18])[C@H:12]([CH3:27])[CH2:11]2. (7) Given the reactants [CH3:1][C:2]1([CH3:16])[CH2:7][C:6]([CH3:9])([CH3:8])[CH2:5][C:4](=[CH:10]C(OCC)=O)[CH2:3]1.[Li][CH3:18].[NH4+].[Cl-].C([O:23][CH2:24][CH3:25])C, predict the reaction product. The product is: [CH3:18][C:24]([OH:23])([CH3:25])[CH:10]=[C:4]1[CH2:3][C:2]([CH3:16])([CH3:1])[CH2:7][C:6]([CH3:8])([CH3:9])[CH2:5]1.